Task: Predict which catalyst facilitates the given reaction.. Dataset: Catalyst prediction with 721,799 reactions and 888 catalyst types from USPTO (1) Reactant: C([O:5][C:6](=[O:17])/[CH:7]=[CH:8]/[C:9]1[CH:14]=[CH:13][C:12]([CH:15]=O)=[CH:11][N:10]=1)(C)(C)C.[OH-].[K+].[CH3:20][N:21]1[CH2:26][CH2:25][N:24]([C:27]2[CH:28]=[C:29]([C:33](=[O:35])[CH3:34])[CH:30]=[CH:31][CH:32]=2)[CH2:23][CH2:22]1. The catalyst class is: 14. Product: [CH3:20][N:21]1[CH2:26][CH2:25][N:24]([C:27]2[CH:28]=[C:29]([C:33](=[O:35])/[CH:34]=[CH:15]/[C:12]3[CH:13]=[CH:14][C:9](/[CH:8]=[CH:7]/[C:6]([OH:5])=[O:17])=[N:10][CH:11]=3)[CH:30]=[CH:31][CH:32]=2)[CH2:23][CH2:22]1. (2) Reactant: [C:1]1([CH3:16])[CH:6]=[C:5]([CH3:7])[CH:4]=[C:3]([CH3:8])[C:2]=1[C:9]1[C:14]([NH2:15])=[CH:13][CH:12]=[CH:11][N:10]=1.[C:17]([CH:20]1[CH2:25][CH2:24][O:23][C:21]1=[O:22])(=O)[CH3:18]. Product: [C:1]1([CH3:16])[CH:6]=[C:5]([CH3:7])[CH:4]=[C:3]([CH3:8])[C:2]=1[C:9]1[C:14]([NH:15][C:17](=[C:20]2[CH2:25][CH2:24][O:23][C:21]2=[O:22])[CH3:18])=[CH:13][CH:12]=[CH:11][N:10]=1. The catalyst class is: 743. (3) Reactant: [Si:1]([O:8][CH2:9][C:10]1[CH:11]=[CH:12][C:13]([NH:16][C:17](=[O:25])OC2C=CC=CC=2)=[N:14][CH:15]=1)([C:4]([CH3:7])([CH3:6])[CH3:5])([CH3:3])[CH3:2].[C:26]([C:30]1[CH:34]=[C:33]([CH2:35][NH2:36])[N:32]([C:37]2[CH:42]=[CH:41][CH:40]=[C:39]([Cl:43])[CH:38]=2)[N:31]=1)([CH3:29])([CH3:28])[CH3:27]. Product: [C:26]([C:30]1[CH:34]=[C:33]([CH2:35][NH:36][C:17]([NH:16][C:13]2[CH:12]=[CH:11][C:10]([CH2:9][O:8][Si:1]([C:4]([CH3:5])([CH3:6])[CH3:7])([CH3:2])[CH3:3])=[CH:15][N:14]=2)=[O:25])[N:32]([C:37]2[CH:42]=[CH:41][CH:40]=[C:39]([Cl:43])[CH:38]=2)[N:31]=1)([CH3:29])([CH3:27])[CH3:28]. The catalyst class is: 766. (4) Reactant: [Br:1][C:2]1[CH:10]=[CH:9][C:5]([C:6](O)=[O:7])=[C:4]([O:11][CH3:12])[CH:3]=1.CN(C=O)C.S(Cl)([Cl:20])=O. Product: [Br:1][C:2]1[CH:10]=[CH:9][C:5]([C:6]([Cl:20])=[O:7])=[C:4]([O:11][CH3:12])[CH:3]=1. The catalyst class is: 22. (5) Reactant: FC1C=CC(CC2C=C3C(C(O)=C(C(N)=O)[C:15](=[O:19])N3)=NC=2)=CC=1.O=C1C2C(=CC=CC=2)[C:27](=[O:34])[N:26]1[CH2:35][CH2:36][CH2:37][N:38]1[C:47]2[C:42](=[N:43][CH:44]=[C:45]([CH2:48][C:49]3[CH:54]=[CH:53][C:52]([F:55])=[CH:51][CH:50]=3)[CH:46]=2)[C:41]([OH:56])=[C:40]([C:57]([NH:59][CH2:60][CH2:61][O:62][CH2:63][CH3:64])=[O:58])[C:39]1=[O:65].NN.O. Product: [CH2:63]([O:62][CH2:61][CH2:60][NH:59][C:57]([C:40]1[C:39](=[O:65])[N:38]([CH2:37][CH2:36][CH2:35][NH:26][C:27](=[O:34])[O:19][CH3:15])[C:47]2[C:42]([C:41]=1[OH:56])=[N:43][CH:44]=[C:45]([CH2:48][C:49]1[CH:54]=[CH:53][C:52]([F:55])=[CH:51][CH:50]=1)[CH:46]=2)=[O:58])[CH3:64]. The catalyst class is: 8. (6) Reactant: [CH3:1][O:2][C:3]1[CH:8]=[CH:7][CH:6]=[CH:5][C:4]=1[NH:9][C:10](=[O:16])[O:11][C:12]([CH3:15])([CH3:14])[CH3:13].[Li]C(C)(C)C.[F:22][C:23]([F:35])([F:34])[C:24]1[CH:25]=[CH:26][C:27]([C:30](OC)=[O:31])=[N:28][CH:29]=1. Product: [CH3:1][O:2][C:3]1[CH:8]=[CH:7][CH:6]=[C:5]([C:30](=[O:31])[C:27]2[CH:26]=[CH:25][C:24]([C:23]([F:34])([F:22])[F:35])=[CH:29][N:28]=2)[C:4]=1[NH:9][C:10](=[O:16])[O:11][C:12]([CH3:13])([CH3:15])[CH3:14]. The catalyst class is: 28. (7) Product: [CH3:1][O:2][C:3](=[O:49])[CH:4]([NH:33][C:34](=[O:48])[CH:35]([CH2:41][C:42]1[CH:43]=[CH:44][CH:45]=[CH:46][CH:47]=1)[CH2:36][S:37][C:38](=[O:40])[CH3:39])[CH2:5][C:6]1[CH:7]=[CH:8][C:9]([O:12][CH2:13][CH2:14][NH:15][CH2:16][C:17]([N:19]2[CH2:23][CH2:22][CH2:21][CH:20]2[C:24]#[N:25])=[O:18])=[CH:10][CH:11]=1. The catalyst class is: 6. Reactant: [CH3:1][O:2][C:3](=[O:49])[CH:4]([NH:33][C:34](=[O:48])[CH:35]([CH2:41][C:42]1[CH:47]=[CH:46][CH:45]=[CH:44][CH:43]=1)[CH2:36][S:37][C:38](=[O:40])[CH3:39])[CH2:5][C:6]1[CH:11]=[CH:10][C:9]([O:12][CH2:13][CH2:14][N:15](C(OC(C)(C)C)=O)[CH2:16][C:17]([N:19]2[CH2:23][CH2:22][CH2:21][CH:20]2[C:24]#[N:25])=[O:18])=[CH:8][CH:7]=1.FC(F)(F)C(O)=O.